This data is from Peptide-MHC class II binding affinity with 134,281 pairs from IEDB. The task is: Regression. Given a peptide amino acid sequence and an MHC pseudo amino acid sequence, predict their binding affinity value. This is MHC class II binding data. (1) The peptide sequence is AAATAGTTVYVAFAA. The MHC is HLA-DQA10102-DQB10602 with pseudo-sequence HLA-DQA10102-DQB10602. The binding affinity (normalized) is 0.787. (2) The peptide sequence is DLPVLDQLTDPPGVRRVYHIQAGLPDPFQPPS. The MHC is DRB5_0101 with pseudo-sequence DRB5_0101. The binding affinity (normalized) is 0.625. (3) The peptide sequence is AVSMTGVMRGNHYAF. The binding affinity (normalized) is 0.674. The MHC is DRB3_0301 with pseudo-sequence DRB3_0301. (4) The peptide sequence is TMTRPILRLLVLAVL. The MHC is DRB1_1501 with pseudo-sequence DRB1_1501. The binding affinity (normalized) is 0.781. (5) The peptide sequence is EMGANLCVERVLDCR. The MHC is HLA-DQA10201-DQB10301 with pseudo-sequence HLA-DQA10201-DQB10301. The binding affinity (normalized) is 0.619.